Dataset: Peptide-MHC class II binding affinity with 134,281 pairs from IEDB. Task: Regression. Given a peptide amino acid sequence and an MHC pseudo amino acid sequence, predict their binding affinity value. This is MHC class II binding data. (1) The peptide sequence is GVTYEIDLTNKN. The MHC is HLA-DQA10501-DQB10201 with pseudo-sequence HLA-DQA10501-DQB10201. The binding affinity (normalized) is 0.417. (2) The peptide sequence is AVPVYEYFNTWTTCQSIAFP. The MHC is H-2-IAd with pseudo-sequence H-2-IAd. The binding affinity (normalized) is 0. (3) The MHC is DRB1_0701 with pseudo-sequence DRB1_0701. The binding affinity (normalized) is 0.601. The peptide sequence is SELQMSWLPLCVRLE. (4) The peptide sequence is FVVTTDISEMGANFK. The MHC is DRB1_0701 with pseudo-sequence DRB1_0701. The binding affinity (normalized) is 0.242. (5) The peptide sequence is EKKYFAATQFEPLPA. The MHC is HLA-DPA10103-DPB10401 with pseudo-sequence HLA-DPA10103-DPB10401. The binding affinity (normalized) is 1.00. (6) The peptide sequence is WFLPSIRAANVMAAS. The MHC is DRB1_1101 with pseudo-sequence DRB1_1101. The binding affinity (normalized) is 0.872. (7) The peptide sequence is KCIEWEKAQHAA. The MHC is DRB1_0101 with pseudo-sequence DRB1_0101. The binding affinity (normalized) is 0.797. (8) The peptide sequence is LNSLNEPLVTMPIGY. The MHC is DRB1_0101 with pseudo-sequence DRB1_0101. The binding affinity (normalized) is 0.789.